From a dataset of Forward reaction prediction with 1.9M reactions from USPTO patents (1976-2016). Predict the product of the given reaction. The product is: [CH3:17][C:15]([O:18][C:19]1[CH:24]=[CH:23][C:22]([O:25][C:26]2[CH:31]=[CH:30][CH:29]=[C:28]([CH2:32][NH:33][C:4](=[O:6])[C:3]3[CH:7]=[CH:8][CH:9]=[CH:10][C:2]=3[CH3:1])[CH:27]=2)=[CH:21][C:20]=1[CH3:34])([CH3:16])[C:14]([OH:36])=[O:13]. Given the reactants [CH3:1][C:2]1[CH:10]=[CH:9][CH:8]=[CH:7][C:3]=1[C:4]([OH:6])=O.C([O:13][C:14](=[O:36])[C:15]([O:18][C:19]1[CH:24]=[CH:23][C:22]([O:25][C:26]2[CH:31]=[CH:30][CH:29]=[C:28]([CH2:32][NH2:33])[CH:27]=2)=[CH:21][C:20]=1[CH2:34]C)([CH3:17])[CH3:16])C, predict the reaction product.